Dataset: Experimentally validated miRNA-target interactions with 360,000+ pairs, plus equal number of negative samples. Task: Binary Classification. Given a miRNA mature sequence and a target amino acid sequence, predict their likelihood of interaction. (1) The miRNA is hsa-miR-548a-5p with sequence AAAAGUAAUUGCGAGUUUUACC. The protein sequence of the target gene is MMARRPPWRGLGGRSTPILLLLLLSLFPLSQEELGGGGHQGWDPGLAATTGPRAHIGGGALALCPESSGVREDGGPGLGVREPIFVGLRGRRQSARNSRGPPEQPNEELGIEHGVQPLGSRERETGQGPGSVLYWRPEVSSCGRTGPLQRGSLSPGALSSGVPGSGNSSPLPSDFLIRHHGPKPVSSQRNAGTGSRKRVGTARCCGELWATGSKGQGERATTSGAERTAPRRNCLPGASGSGPELDSAPRTARTAPASGSAPRESRTAPEPAPKRMRSRGLFRCRFLPQRPGPRPPGLPA.... Result: 1 (interaction). (2) The miRNA is hsa-miR-8080 with sequence GAAGGACACUGGUGUCAACGGCU. The protein sequence of the target gene is MMGPEDAGACSGRNAELLPVPGPMGQDGKTVPATSGFSGGAVAAEPPEEAGEEEAPPPRQLLQRYLAAAAGPLKPGLGGAEAEEAAAAAVPAARGSGMTNGDSGFLLRQDRRGPEEARRRRTCGRPCLLEPADEGVDGAGGLDDWAAPLEDPLRSCCLAAGDTDDPDPAAATPAGRAVESAEPSLGLPDARFGSRNTFEVSRRQSAGDLLPSAGPSAPLPAAEQGPGGTTARARRSGGFADFFARNLFPKRTKELKSVVHSAPGWKLFGKVPPRENLQKTSKIIQQEYEARTGRTCKAAP.... Result: 0 (no interaction). (3) The miRNA is mmu-miR-344g-5p with sequence AGUCAGGCUCCUGGCAGGAGU. Result: 0 (no interaction). The protein sequence of the target gene is MAQWNQLQQLDTRYLEQLHQLYSDSFPMELRQLLAPWIESQDWAYAASKESHATLVFHNLLGEIDQQYSRFLQESNVLYQHNLRRIKQFLQSRYLEKPMEIARIVARCLWEESRLLQTAATAAQQGGQANHPTAAVVTEKQQMLEQHLQDVRKRVQDLEQKMKVVENLLDDFDFNYKTLKSQGDMQDLNGNNQSVTRQKMQQLEQMLTALDQMRRSIVSELAGLLSAMEYVQKTLTDEELADWKRRQQIACIGGPPNICLDRLENWITSLAESQLQTRQQIKKLEELQQKVSYKGDPIVQ.... (4) The miRNA is hsa-miR-4465 with sequence CUCAAGUAGUCUGACCAGGGGA. The protein sequence of the target gene is MDRAARCSGASSLPLLLALALGLVILHCVVADGNSTRSPETNGLLCGDPEENCAATTTQSKRKGHFSRCPKQYKHYCIKGRCRFVVAEQTPSCVCDEGYIGARCERVDLFYLRGDRGQILVICLIAVMVVFIILVIGVCTCCHPLRKRRKRKKKEEEMETLGKDITPINEDIEETNIA. Result: 0 (no interaction). (5) The miRNA is mmu-miR-666-3p with sequence GGCUGCAGCGUGAUCGCCUGCU. The protein sequence of the target gene is MQRRTRGINTGLLLLLSQVFQIGINNIPPVTLATLAVNVWFFLNPWKPLYHSCISVEKCYQQKDWQRLLLSPLHHGDDWHLYFNMVSMLWKGVKLERRLGSRWFAYVIATFSLLTGVVYLLLQFTVAELLNQPDFKRNCAVGFSGVLFALKVLSNHYCPGGFVNILGFPVPNRFACWAELVAIHFCTPGTSFAGHLAGILVGLMYTQGPLKKIMDTCAGIFISHAGPSGQQNHFNNAGPSGYQNHYADGRPVTYDATYRNYDVYTAGLSEEEQLERALRASIWDRGNTRNGPMPYGFRLP.... Result: 1 (interaction). (6) The miRNA is mmu-miR-382-3p with sequence UCAUUCACGGACAACACUUUUU. The protein sequence of the target gene is MEWNGLKMIISTMEPQVSNGPTSNTSNGPSSNNRNCPSPMQTGAATDDSKTNLIVNYLPQNMTQEEFRSLFGSIGEIESCKLVRDKITGQSLGYGFVNYIDPKDAEKAINTLNGLRLQTKTIKVSYARPSSASIRDANLYVSGLPKTMTQKELEQLFSQYGRIITSRILVDQVTGVSRGVGFIRFDKRIEAEEAIKGLNGQKPSGATEPITVKFANNPSQKSSQALLSQLYQSPNRRYPGPLHHQAQRFRLDNLLNMAYGVKRLMSGPVPPSACPPRFSPITIDGMTSLVGMNIPGHTGT.... Result: 0 (no interaction).